This data is from Experimentally validated miRNA-target interactions with 360,000+ pairs, plus equal number of negative samples. The task is: Binary Classification. Given a miRNA mature sequence and a target amino acid sequence, predict their likelihood of interaction. (1) The miRNA is hsa-miR-4324 with sequence CCCUGAGACCCUAACCUUAA. The protein sequence of the target gene is MQALPLGLQLALLVAAGAGARVSAPRSLAWGPGLQAAAVLPVRYFFLQSVDSDGRNFTSSPPGQTQFKVVVKSLSPKELVRIYVPKPLDRNDGTFLVRYRMHETAHKGLKIEILHGSEHVAHSPYILKGPVYHEYCDCPEDDPQVWQETLSCPASEPQIEQDFVSFPSINLQQMLKEVPTRFGDERGAVVHYTILNNHIYRRSLGKYTDFKMFSDEILLSLARKVTLPDLEFYINLGDWPLEHRKVNDTPGPIPIISWCGSLDSRDIILPTYDVTHSTLEAMRGVTNDLLSVQGNTGPSW.... Result: 0 (no interaction). (2) The miRNA is hsa-miR-4329 with sequence CCUGAGACCCUAGUUCCAC. The protein sequence of the target gene is MGSRVSREEFEWVYTDQPHAARRKEILAKYPEIKSLMKPDHNLIWIVAMMLLVQLASFYLVKDLDWKWVIFWSYVFGSCLNHSMTLAIHEISHNFPFGHHKALWNRWFGMFANLSLGVPYSISFKRYHMDHHRYLGADKIDVDIPTDFEGWFFCTTFRKFVWVILQPLFYAFRPLFINPKPITYLEIINTVIQITFDIIIYYVFGVKSLVYMLAATLLGLGLHPISGHFIAEHYMFLKGHETYSYYGPLNLLTFNVGYHNEHHDFPNVPGKNLPMVRKIASEYYDDLPHYNSWIKVLYDF.... Result: 0 (no interaction). (3) The miRNA is hsa-miR-548f-5p with sequence UGCAAAAGUAAUCACAGUUUUU. The protein sequence of the target gene is MRSRLPPALAALGAALLLSSIEAEVDPPSDLNFKIIDENTVHMSWAKPVDPIVGYRITVDPTTDGPTKEFTLSASTTETLLSELVPETEYVVTITSYDEVEESVPVIGQLTIQTGSSTKPVEKKPGKTEIQKCSVSAWTDLVFLVDGSWSVGRNNFKYILDFIAALVSAFDIGEEKTRVGVVQYSSDTRTEFNLNQYYQRDELLAAIKKIPYKGGNTMTGDAIDYLVKNTFTESAGARVGFPKVAIIITDGKSQDEVEIPARELRNVGVEVFSLGIKAADAKELKQIASTPSLNHVFNVA.... Result: 1 (interaction). (4) The miRNA is hsa-miR-125a-5p with sequence UCCCUGAGACCCUUUAACCUGUGA. The protein sequence of the target gene is MAASAGAGAVIAAPDSRRWLWSVLAAALGLLTAGVSALEVYTPKEIFVANGTQGKLTCKFKSTSTTGGLTSVSWSFQPEGADTTVSFFHYSQGQVYLGNYPPFKDRISWAGDLDKKDASINIENMQFIHNGTYICDVKNPPDIVVQPGHIRLYVVEKENLPVFPVWVVVGIVTAVVLGLTLLISMILAVLYRRKNSKRDYTGCSTSESLSPVKQAPRKSPSDTEGLVKSLPSGSHQGPVIYAQLDHSGGHHSDKINKSESVVYADIRKN. Result: 0 (no interaction). (5) The miRNA is mmu-miR-26a-5p with sequence UUCAAGUAAUCCAGGAUAGGCU. The protein sequence of the target gene is MAAPVDGSSGGWAARALRRALALTSLTTLALLASLTGLLLSGPAGALPTLGPGWQRQNPDPPVSRTRSLLLDAASGQLRLEDGFHPDAVAWANLTNAIRETGWAYLDLSTNGRYNDSLQAYAAGVVEASVSEELIYMHWMNTVVNYCGPFEYEVGYCEKLKNFLEANLEWMQREMELNPDSPYWHQVRLTLLQLKGLEDSYEGRLTFPTGRFTIKPLGFLLLQISGDLEDLEPALNKTNTKPSLGSGSCSALIKLLPGGHDLLVAHNTWNSYQNMLRIIKKYRLQFREGPQEEYPLVAGN.... Result: 1 (interaction). (6) The miRNA is hsa-miR-301b-3p with sequence CAGUGCAAUGAUAUUGUCAAAGC. The protein sequence of the target gene is MHRPRRRGTRPPPLALLAALLLAARGADAQETELSVSAELVPTSSWNTSSEIDKGSYLTLDEPMNNITTSLGQTAELHCKVSGNPPPSIRWFKNDAPVVQEPRRISFRATNYGSRLRIRNLDTTDTGYFQCVATNGKKVVSTTGVLFVKFGPPPTASPGSSDEYEEDGFCQPYRGIACARFIGNRTVYMESLHMQGEIENQITAAFTMIGTSSHLSDKCSQFAIPSLCHYAFPYCDETSSVPKPRDLCRDECEVLENVLCQTEYIFARSNPMILMRLKLPNCEDLPQPESPEAANCIRIG.... Result: 0 (no interaction). (7) The miRNA is hsa-miR-6841-5p with sequence UAGGGUACUCAGAGCAAGUUGU. The protein sequence of the target gene is MATMENKVICALVLVSMLALGTLAEAQTETCTVAPRERQNCGFPGVTPSQCANKGCCFDDTVRGVPWCFYPNTIDVPPEEECEF. Result: 0 (no interaction).